From a dataset of Reaction yield outcomes from USPTO patents with 853,638 reactions. Predict the reaction yield, written as a fraction of the theoretical maximum amount of product (1.0 means a 100% yield; for example, 0.34 means a 34% yield). The reactants are F[C:2]1[CH:3]=[CH:4][C:5]([N+:9]([O-:11])=[O:10])=[C:6]([CH:8]=1)[NH2:7].[C:12]([O:16][C:17]([N:19]1[CH2:24][CH2:23][NH:22][CH2:21][CH2:20]1)=[O:18])([CH3:15])([CH3:14])[CH3:13].[O-]P([O-])([O-])=O.[K+].[K+].[K+].O. The catalyst is CN(C=O)C. The product is [NH2:7][C:6]1[CH:8]=[C:2]([N:22]2[CH2:21][CH2:20][N:19]([C:17]([O:16][C:12]([CH3:15])([CH3:14])[CH3:13])=[O:18])[CH2:24][CH2:23]2)[CH:3]=[CH:4][C:5]=1[N+:9]([O-:11])=[O:10]. The yield is 0.820.